This data is from Peptide-MHC class II binding affinity with 134,281 pairs from IEDB. The task is: Regression. Given a peptide amino acid sequence and an MHC pseudo amino acid sequence, predict their binding affinity value. This is MHC class II binding data. (1) The peptide sequence is NWADVQSRYAAATSQ. The MHC is DRB1_1201 with pseudo-sequence DRB1_1201. The binding affinity (normalized) is 0. (2) The peptide sequence is KNWMTETLLVQNANPDCKTI. The MHC is DRB1_0401 with pseudo-sequence DRB1_0401. The binding affinity (normalized) is 0.533.